The task is: Regression. Given a peptide amino acid sequence and an MHC pseudo amino acid sequence, predict their binding affinity value. This is MHC class I binding data.. This data is from Peptide-MHC class I binding affinity with 185,985 pairs from IEDB/IMGT. The MHC is HLA-A68:02 with pseudo-sequence HLA-A68:02. The peptide sequence is GGKKKYKL. The binding affinity (normalized) is 0.